This data is from Full USPTO retrosynthesis dataset with 1.9M reactions from patents (1976-2016). The task is: Predict the reactants needed to synthesize the given product. (1) Given the product [CH2:1]([C:8]1[S:12][C:11]([NH:13][C:32](=[O:33])[CH2:31][CH2:30][C:29]([C:25]2[CH:26]=[CH:27][CH:28]=[C:23]([O:22][CH2:20][CH3:21])[CH:24]=2)=[O:35])=[N:10][C:9]=1[C:14]1[CH:19]=[CH:18][CH:17]=[CH:16][CH:15]=1)[C:2]1[CH:3]=[CH:4][CH:5]=[CH:6][CH:7]=1, predict the reactants needed to synthesize it. The reactants are: [CH2:1]([C:8]1[S:12][C:11]([NH2:13])=[N:10][C:9]=1[C:14]1[CH:19]=[CH:18][CH:17]=[CH:16][CH:15]=1)[C:2]1[CH:7]=[CH:6][CH:5]=[CH:4][CH:3]=1.[CH2:20]([O:22][C:23]1[CH:24]=[C:25]([C:29](=[O:35])[CH2:30][CH2:31][C:32](O)=[O:33])[CH:26]=[CH:27][CH:28]=1)[CH3:21].CCN=C=NCCCN(C)C.C1C=CC2N(O)N=NC=2C=1. (2) Given the product [CH:19]1([NH:18][C:17]([C:14]2([CH2:26][C:27]3[CH:28]=[CH:29][C:30]([C:33]4[NH:34][N:48]=[N:47][N:46]=4)=[CH:31][CH:32]=3)[CH2:15][CH2:16][N:11]([C:9](=[O:10])[C@@H:8]([NH2:7])[CH2:35][C:36]3[S:37][CH:38]=[CH:39][CH:40]=3)[CH2:12][CH2:13]2)=[O:25])[CH2:20][CH2:21][CH2:22][CH2:23][CH2:24]1, predict the reactants needed to synthesize it. The reactants are: C(OC(=O)[NH:7][CH:8]([CH2:35][C:36]1[S:37][CH:38]=[CH:39][CH:40]=1)[C:9]([N:11]1[CH2:16][CH2:15][C:14]([CH2:26][C:27]2[CH:32]=[CH:31][C:30]([C:33]#[N:34])=[CH:29][CH:28]=2)([C:17](=[O:25])[NH:18][CH:19]2[CH2:24][CH2:23][CH2:22][CH2:21][CH2:20]2)[CH2:13][CH2:12]1)=[O:10])(C)(C)C.C[Si]([N:46]=[N+:47]=[N-:48])(C)C.C([Sn](=O)CCCC)CCC. (3) Given the product [N:1]1[CH:6]=[CH:5][N:4]=[CH:3][C:2]=1[C:7]1[NH:49][C:37]2[CH:36]=[C:35]([O:34][C:30]3[CH:29]=[N:28][CH:33]=[CH:32][CH:31]=3)[C:40]([O:41][C:42]3[CH:43]=[N:44][CH:45]=[CH:46][CH:47]=3)=[CH:39][C:38]=2[N:48]=1, predict the reactants needed to synthesize it. The reactants are: [N:1]1[CH:6]=[CH:5][N:4]=[CH:3][C:2]=1[C:7](O)=O.Cl.CN(C)CCCN=C=NCC.N1C=CC=CC=1.[N:28]1[CH:33]=[CH:32][CH:31]=[C:30]([O:34][C:35]2[CH:36]=[C:37]([NH2:49])[C:38]([NH2:48])=[CH:39][C:40]=2[O:41][C:42]2[CH:43]=[N:44][CH:45]=[CH:46][CH:47]=2)[CH:29]=1. (4) The reactants are: [CH2:1]([O:4][C:5]([NH:7][C@:8]([CH3:29])([CH2:11][CH2:12][C:13]1[O:14][C:15]([C:18]#[C:19][CH2:20][CH2:21][O:22][CH:23]2[CH2:28][CH2:27][CH2:26][CH2:25][CH2:24]2)=[CH:16][CH:17]=1)[CH2:9][OH:10])=[O:6])[CH:2]=[CH2:3].N1C=NN=N1.C(N(C(C)C)[P:39]([O:44][CH2:45][CH:46]=[CH2:47])[O:40][CH2:41][CH:42]=[CH2:43])(C)C.ClC1C=CC=C(C(OO)=[O:59])C=1.S([O-])([O-])(=O)=S.[Na+].[Na+]. Given the product [P:39]([O:40][CH2:41][CH:42]=[CH2:43])([O:44][CH2:45][CH:46]=[CH2:47])([O:10][CH2:9][C@@:8]([NH:7][C:5]([O:4][CH2:1][CH:2]=[CH2:3])=[O:6])([CH3:29])[CH2:11][CH2:12][C:13]1[O:14][C:15]([C:18]#[C:19][CH2:20][CH2:21][O:22][CH:23]2[CH2:28][CH2:27][CH2:26][CH2:25][CH2:24]2)=[CH:16][CH:17]=1)=[O:59], predict the reactants needed to synthesize it. (5) The reactants are: [NH2:1][C:2]1[N:7]=[C:6]([C:8]2[N:12]3[CH:13]=[CH:14][CH:15]=[CH:16][C:11]3=[N:10][CH:9]=2)[CH:5]=[CH:4][N:3]=1.Br[C:18]1[CH:23]=[CH:22][C:21]([C:24]([C:26]2[S:27][CH:28]=[CH:29][N:30]=2)=[O:25])=[CH:20][CH:19]=1.C(=O)([O-])[O-].[Cs+].[Cs+]. Given the product [S:27]1[CH:28]=[CH:29][N:30]=[C:26]1[C:24]([C:21]1[CH:20]=[CH:19][C:18]([NH:1][C:2]2[N:7]=[C:6]([C:8]3[N:12]4[CH:13]=[CH:14][CH:15]=[CH:16][C:11]4=[N:10][CH:9]=3)[CH:5]=[CH:4][N:3]=2)=[CH:23][CH:22]=1)=[O:25], predict the reactants needed to synthesize it.